Dataset: Forward reaction prediction with 1.9M reactions from USPTO patents (1976-2016). Task: Predict the product of the given reaction. (1) Given the reactants C([O:8][NH:9][C:10](=[O:36])[CH2:11][CH2:12][CH2:13][CH2:14][CH2:15][N:16]1[CH2:24][C:23]2[C:18](=[CH:19][CH:20]=[CH:21][C:22]=2[C:25]2[CH:30]=[CH:29][C:28]([C:31]([F:34])([F:33])[F:32])=[CH:27][CH:26]=2)[C:17]1=[O:35])C1C=CC=CC=1.C(ONC(=O)CCCCCN1CC2C(=CC=CC=2C2C=CC(OC)=CC=2OC)C1=O)C1C=CC=CC=1, predict the reaction product. The product is: [F:33][C:31]([F:32])([F:34])[C:28]1[CH:27]=[CH:26][C:25]([C:22]2[CH:21]=[CH:20][CH:19]=[C:18]3[C:23]=2[CH2:24][N:16]([CH2:15][CH2:14][CH2:13][CH2:12][CH2:11][C:10]([NH:9][OH:8])=[O:36])[C:17]3=[O:35])=[CH:30][CH:29]=1. (2) Given the reactants CN(C)C(=O)[O:4][C:5]1[C:14]([C:15]2[C:16]([O:26]C(=O)N(C)C)=[CH:17][CH:18]=[C:19]3[C:24]=2[N:23]([CH3:25])[CH2:22][CH2:21][CH2:20]3)=[C:13]2[C:8]([CH2:9][CH2:10][CH2:11][N:12]2[CH3:32])=[CH:7][CH:6]=1.[OH-].[K+], predict the reaction product. The product is: [CH3:25][N:23]1[C:24]2[C:19](=[CH:18][CH:17]=[C:16]([OH:26])[C:15]=2[C:14]2[C:5]([OH:4])=[CH:6][CH:7]=[C:8]3[C:13]=2[N:12]([CH3:32])[CH2:11][CH2:10][CH2:9]3)[CH2:20][CH2:21][CH2:22]1. (3) Given the reactants [NH2:1][CH2:2][CH2:3][C@H:4]([N:6]1[CH2:11][CH2:10][CH:9]([N:12]([CH2:23][C:24]2[CH:25]=[N:26][CH:27]=[CH:28][C:29]=2[CH3:30])[C:13]2[CH:14]=[N:15][C:16]([C:19]([F:22])([F:21])[F:20])=[CH:17][CH:18]=2)[CH2:8][CH2:7]1)[CH3:5].CCN=C=NCCCN(C)C.C1C=CC2N(O)N=NC=2C=1.Cl.[Cl:53][C:54]1[CH:62]=[C:61]([CH3:63])[C:57]([C:58](O)=[O:59])=[C:56]([CH3:64])[N:55]=1.CCN(C(C)C)C(C)C, predict the reaction product. The product is: [Cl:53][C:54]1[CH:62]=[C:61]([CH3:63])[C:57]([C:58]([NH:1][CH2:2][CH2:3][C@H:4]([N:6]2[CH2:11][CH2:10][CH:9]([N:12]([CH2:23][C:24]3[CH:25]=[N:26][CH:27]=[CH:28][C:29]=3[CH3:30])[C:13]3[CH:14]=[N:15][C:16]([C:19]([F:22])([F:21])[F:20])=[CH:17][CH:18]=3)[CH2:8][CH2:7]2)[CH3:5])=[O:59])=[C:56]([CH3:64])[N:55]=1. (4) Given the reactants [Br:1][C:2]1[CH:14]=[C:13]2[C:5]([C:6]3[C:7](=[O:30])[C:8]4[CH:20]=[C:19]([O:21][CH2:22][C@H:23]5[CH2:27][O:26][C:25]([CH3:29])([CH3:28])[O:24]5)[CH:18]=[CH:17][C:9]=4[C:10]([CH3:16])([CH3:15])[C:11]=3[NH:12]2)=[CH:4][CH:3]=1.[H-].[Na+].[CH3:33]C(N(C)C)=O.CI, predict the reaction product. The product is: [Br:1][C:2]1[CH:14]=[C:13]2[C:5]([C:6]3[C:7](=[O:30])[C:8]4[CH:20]=[C:19]([O:21][CH2:22][C@H:23]5[CH2:27][O:26][C:25]([CH3:29])([CH3:28])[O:24]5)[CH:18]=[CH:17][C:9]=4[C:10]([CH3:16])([CH3:15])[C:11]=3[N:12]2[CH3:33])=[CH:4][CH:3]=1. (5) Given the reactants [N+:1]([C:4]1[CH:9]=[C:8](B2OC(C)(C)C(C)(C)O2)[CH:7]=[CH:6][C:5]=1[NH2:19])([O-:3])=[O:2].[F:20][C:21]1[CH:28]=[CH:27][C:26](I)=[CH:25][C:22]=1[C:23]#[N:24].C(=O)([O-])[O-].[Na+].[Na+], predict the reaction product. The product is: [NH2:19][C:5]1[CH:6]=[CH:7][C:8]([C:26]2[CH:27]=[CH:28][C:21]([F:20])=[C:22]([C:23]#[N:24])[CH:25]=2)=[CH:9][C:4]=1[N+:1]([O-:3])=[O:2].